Dataset: Peptide-MHC class I binding affinity with 185,985 pairs from IEDB/IMGT. Task: Regression. Given a peptide amino acid sequence and an MHC pseudo amino acid sequence, predict their binding affinity value. This is MHC class I binding data. (1) The MHC is HLA-B18:01 with pseudo-sequence HLA-B18:01. The binding affinity (normalized) is 0.0847. The peptide sequence is NPLEIYQEI. (2) The peptide sequence is RTTWSIHAK. The MHC is HLA-A30:01 with pseudo-sequence HLA-A30:01. The binding affinity (normalized) is 0.594. (3) The peptide sequence is ETDDYMFFV. The MHC is HLA-A02:01 with pseudo-sequence HLA-A02:01. The binding affinity (normalized) is 0.721. (4) The peptide sequence is SIYYTLVRM. The MHC is HLA-A02:12 with pseudo-sequence HLA-A02:12. The binding affinity (normalized) is 0.0847.